From a dataset of Full USPTO retrosynthesis dataset with 1.9M reactions from patents (1976-2016). Predict the reactants needed to synthesize the given product. (1) The reactants are: [NH2:1][C:2]1[C:10]2[C:5](=[N:6][C:7]([N:15]3[CH2:19][CH2:18][CH2:17][CH2:16]3)=[C:8]3[CH2:14][O:13][CH2:12][CH2:11][C:9]3=2)[S:4][C:3]=1[C:20]([NH2:22])=[O:21].[CH:23]([O-])([O-])OCC. Given the product [N:15]1([C:7]2[N:6]=[C:5]3[S:4][C:3]4[C:20](=[O:21])[NH:22][CH:23]=[N:1][C:2]=4[C:10]3=[C:9]3[CH2:11][CH2:12][O:13][CH2:14][C:8]=23)[CH2:19][CH2:18][CH2:17][CH2:16]1, predict the reactants needed to synthesize it. (2) Given the product [O:1]=[C:2]1[NH:6][C:5]([CH2:7][C:8]([F:11])([F:9])[F:10])=[C:4]([C:12]([OH:14])=[O:13])[S:3]1, predict the reactants needed to synthesize it. The reactants are: [O:1]=[C:2]1[NH:6][C:5]([CH2:7][C:8]([F:11])([F:10])[F:9])=[C:4]([C:12]([O:14]CC2C=CC=CC=2)=[O:13])[S:3]1.